Predict the reaction yield, written as a fraction of the theoretical maximum amount of product (1.0 means a 100% yield; for example, 0.34 means a 34% yield). From a dataset of Reaction yield outcomes from USPTO patents with 853,638 reactions. The reactants are [CH2:1]([O:3][CH:4]([O:15][CH2:16][CH3:17])[C:5]#[C:6][C:7]([C:9]1[CH:14]=[CH:13][CH:12]=[CH:11][CH:10]=1)=O)[CH3:2].[C:18]([O:22][CH3:23])(=[O:21])[CH2:19][SH:20].CO.C([O-])([O-])=O.[Cs+].[Cs+].[O-]S([O-])(=O)=O.[Mg+2]. The catalyst is C1COCC1. The product is [CH3:23][O:22][C:18]([C:19]1[S:20][C:5]([CH:4]([O:15][CH2:16][CH3:17])[O:3][CH2:1][CH3:2])=[CH:6][C:7]=1[C:9]1[CH:14]=[CH:13][CH:12]=[CH:11][CH:10]=1)=[O:21]. The yield is 0.640.